Predict the product of the given reaction. From a dataset of Forward reaction prediction with 1.9M reactions from USPTO patents (1976-2016). (1) Given the reactants [C:1]([O:5][C:6]([N:8]1[CH:13]([C:14]2[NH:15][C:16]([C:19]3[CH:24]=[CH:23][C:22]([Br:25])=[CH:21][CH:20]=3)=[CH:17][N:18]=2)[CH:12]2C[CH:9]1[CH2:10]C2)=[O:7])([CH3:4])([CH3:3])[CH3:2].C([O:31]C(N1CCOCC1)=O)(C)(C)C.C(OC(N1CC2CC1CC2)=O)(C)(C)C, predict the reaction product. The product is: [C:1]([O:5][C:6]([N:8]1[CH2:9][CH2:10][O:31][CH2:12][CH:13]1[C:14]1[NH:15][C:16]([C:19]2[CH:24]=[CH:23][C:22]([Br:25])=[CH:21][CH:20]=2)=[CH:17][N:18]=1)=[O:7])([CH3:4])([CH3:3])[CH3:2]. (2) The product is: [CH:11]([C:8]1[CH:9]=[CH:10][C:5]([C:16]2[CH:21]=[C:20]([O:22][CH3:23])[CH:19]=[CH:18][C:17]=2[C:24]2[O:25][CH2:26][C:27]([CH3:29])([CH3:30])[N:28]=2)=[CH:6][CH:7]=1)([CH3:13])[CH3:12]. Given the reactants [Mg].II.Br[C:5]1[CH:10]=[CH:9][C:8]([CH:11]([CH3:13])[CH3:12])=[CH:7][CH:6]=1.CO[C:16]1[CH:21]=[C:20]([O:22][CH3:23])[CH:19]=[CH:18][C:17]=1[C:24]1[O:25][CH2:26][C:27]([CH3:30])([CH3:29])[N:28]=1.[NH4+].[Cl-], predict the reaction product. (3) Given the reactants Br[C:2]1[CH:3]=[CH:4][C:5]([CH2:8][OH:9])=[N:6][CH:7]=1.[C:10]1([C:16]#[CH:17])[CH:15]=[CH:14][CH:13]=[CH:12][CH:11]=1, predict the reaction product. The product is: [C:10]1([C:16]#[C:17][C:2]2[CH:3]=[CH:4][C:5]([CH2:8][OH:9])=[N:6][CH:7]=2)[CH:15]=[CH:14][CH:13]=[CH:12][CH:11]=1.